Dataset: Full USPTO retrosynthesis dataset with 1.9M reactions from patents (1976-2016). Task: Predict the reactants needed to synthesize the given product. (1) Given the product [Cl:1][C:2]1[C:3]([C:4](=[O:5])[CH3:14])=[CH:10][CH:11]=[CH:12][N:13]=1, predict the reactants needed to synthesize it. The reactants are: [Cl:1][C:2]1[N:13]=[CH:12][CH:11]=[CH:10][C:3]=1[C:4](N(OC)C)=[O:5].[CH3:14][Mg]Cl.[NH4+].[Cl-].Cl.C([O-])(O)=O.[Na+]. (2) The reactants are: [Br:1][C:2]1[CH:9]=[CH:8][C:5]([C:6]#[N:7])=[C:4](F)[CH:3]=1.[CH3:11][C:12]1[CH:17]=[C:16]([CH3:18])[CH:15]=[C:14]([CH3:19])[C:13]=1[OH:20].C(=O)([O-])[O-].[K+].[K+].CS(C)=O. Given the product [Br:1][C:2]1[CH:9]=[CH:8][C:5]([C:6]#[N:7])=[C:4]([O:20][C:13]2[C:14]([CH3:19])=[CH:15][C:16]([CH3:18])=[CH:17][C:12]=2[CH3:11])[CH:3]=1, predict the reactants needed to synthesize it. (3) Given the product [CH3:16][C:9]1[C:10]([C:11]([O:13][CH2:14][CH3:15])=[O:12])=[C:6]2[CH:5]=[C:4]([CH3:17])[CH:3]=[C:2]([O:1][CH2:21][C:20]3[C:23]([F:28])=[CH:24][CH:25]=[C:26]([F:27])[C:19]=3[F:18])[N:7]2[N:8]=1, predict the reactants needed to synthesize it. The reactants are: [OH:1][C:2]1[N:7]2[N:8]=[C:9]([CH3:16])[C:10]([C:11]([O:13][CH2:14][CH3:15])=[O:12])=[C:6]2[CH:5]=[C:4]([CH3:17])[CH:3]=1.[F:18][C:19]1[C:26]([F:27])=[CH:25][CH:24]=[C:23]([F:28])[C:20]=1[CH2:21]O.C1(P(C2C=CC=CC=2)C2C=CC=CC=2)C=CC=CC=1.N(/C(OC(C)C)=O)=N\C(OC(C)C)=O. (4) Given the product [CH:7]1([NH:10][C:11]([C:13]2[CH:14]=[C:15]([F:29])[C:16]([CH3:28])=[C:17]([C:19]3[N:20]=[CH:21][C:22]([C:23]([NH:1][CH:2]([CH2:5][CH3:6])[CH2:3][CH3:4])=[O:25])=[CH:26][CH:27]=3)[CH:18]=2)=[O:12])[CH2:9][CH2:8]1, predict the reactants needed to synthesize it. The reactants are: [NH2:1][CH:2]([CH2:5][CH3:6])[CH2:3][CH3:4].[CH:7]1([NH:10][C:11]([C:13]2[CH:14]=[C:15]([F:29])[C:16]([CH3:28])=[C:17]([C:19]3[CH:27]=[CH:26][C:22]([C:23]([OH:25])=O)=[CH:21][N:20]=3)[CH:18]=2)=[O:12])[CH2:9][CH2:8]1.CN(C(ON1N=NC2C=CC=NC1=2)=[N+](C)C)C.F[P-](F)(F)(F)(F)F.CCN(C(C)C)C(C)C. (5) The reactants are: [C:1]([C:5]1[CH:10]=[CH:9][C:8]([N:11]2[CH2:16][CH2:15][O:14][C@H:13]([C@@H:17]([OH:32])[C:18]([NH:20][C:21]3[CH:26]=[CH:25][C:24]([C:27](=[N:29]O)[NH2:28])=[CH:23][C:22]=3[Cl:31])=[O:19])[C:12]2=[O:33])=[CH:7][CH:6]=1)([CH3:4])([CH3:3])[CH3:2].[CH3:34][C:35]([OH:37])=[O:36]. Given the product [C:35]([OH:37])(=[O:36])[CH3:34].[C:27]([C:24]1[CH:25]=[CH:26][C:21]([NH:20][C:18](=[O:19])[C@@H:17]([C@H:13]2[O:14][CH2:15][CH2:16][N:11]([C:8]3[CH:9]=[CH:10][C:5]([C:1]([CH3:4])([CH3:2])[CH3:3])=[CH:6][CH:7]=3)[C:12]2=[O:33])[OH:32])=[C:22]([Cl:31])[CH:23]=1)(=[NH:28])[NH2:29], predict the reactants needed to synthesize it. (6) Given the product [Br:1][C:2]1[CH:3]=[CH:4][C:5]2[N:6]([C:8]([CH2:11][OH:12])=[CH:9][N:10]=2)[CH:7]=1, predict the reactants needed to synthesize it. The reactants are: [Br:1][C:2]1[CH:3]=[CH:4][C:5]2[N:6]([C:8]([CH:11]=[O:12])=[CH:9][N:10]=2)[CH:7]=1.[BH4-].[Na+]. (7) Given the product [Cl:17][C:6]1[CH:5]=[N:4][CH:3]=[C:2]([C:23]2[CH:22]=[N:21][C:20]([O:19][CH3:18])=[N:25][CH:24]=2)[C:7]=1[N:8]1[CH2:13][CH2:12][CH:11]([C:14]([NH2:16])=[O:15])[CH2:10][CH2:9]1, predict the reactants needed to synthesize it. The reactants are: Cl[C:2]1[CH:3]=[N:4][CH:5]=[C:6]([Cl:17])[C:7]=1[N:8]1[CH2:13][CH2:12][CH:11]([C:14]([NH2:16])=[O:15])[CH2:10][CH2:9]1.[CH3:18][O:19][C:20]1[N:25]=[CH:24][C:23](B(O)O)=[CH:22][N:21]=1.C(=O)([O-])[O-].[Na+].[Na+].